Dataset: Reaction yield outcomes from USPTO patents with 853,638 reactions. Task: Predict the reaction yield, written as a fraction of the theoretical maximum amount of product (1.0 means a 100% yield; for example, 0.34 means a 34% yield). (1) The reactants are [OH:1][C:2]1[CH:7]=[CH:6][C:5]([N:8]([CH2:21][C:22]2[CH:27]=[CH:26][CH:25]=[C:24]([O:28][CH:29]3[CH2:34][CH2:33][CH2:32][CH2:31][O:30]3)[CH:23]=2)[S:9]([C:12]2[C:17]([CH3:18])=[CH:16][C:15]([CH3:19])=[CH:14][C:13]=2[CH3:20])(=[O:11])=[O:10])=[CH:4][CH:3]=1.[Br:35][CH2:36][CH2:37]Br.[OH-].[Na+]. The catalyst is O. The product is [Br:35][CH2:36][CH2:37][O:1][C:2]1[CH:3]=[CH:4][C:5]([N:8]([CH2:21][C:22]2[CH:27]=[CH:26][CH:25]=[C:24]([O:28][CH:29]3[CH2:34][CH2:33][CH2:32][CH2:31][O:30]3)[CH:23]=2)[S:9]([C:12]2[C:17]([CH3:18])=[CH:16][C:15]([CH3:19])=[CH:14][C:13]=2[CH3:20])(=[O:11])=[O:10])=[CH:6][CH:7]=1. The yield is 0.250. (2) The reactants are C(N(CC)CC)C.Cl.[CH3:9][O:10][C:11](=[O:24])[C:12]1[CH:17]=[CH:16][CH:15]=[C:14]([CH2:18][NH2:19])[C:13]=1[C:20]([O:22][CH3:23])=[O:21].Cl[C:26]([O:28][CH2:29][CH3:30])=[O:27]. The catalyst is ClCCl. The product is [CH3:9][O:10][C:11](=[O:24])[C:12]1[CH:17]=[CH:16][CH:15]=[C:14]([CH2:18][NH:19][C:26]([O:28][CH2:29][CH3:30])=[O:27])[C:13]=1[C:20]([O:22][CH3:23])=[O:21]. The yield is 0.700. (3) The reactants are [CH2:1]([C:4]1([N:14]2[CH:18]=[CH:17][CH:16]=[N:15]2)[CH2:13][C:8]2([CH2:12][CH2:11][CH2:10][CH2:9]2)[O:7][CH2:6][CH2:5]1)[CH:2]=C.[O:19]=[O+][O-].C1C=CC(P(C2C=CC=CC=2)C2C=CC=CC=2)=CC=1. The catalyst is C(Cl)Cl. The product is [N:14]1([C:4]2([CH2:1][CH:2]=[O:19])[CH2:13][C:8]3([CH2:12][CH2:11][CH2:10][CH2:9]3)[O:7][CH2:6][CH2:5]2)[CH:18]=[CH:17][CH:16]=[N:15]1. The yield is 0.230. (4) The reactants are C(OC([N:8]1[C:12]2[CH:13]=[CH:14][CH:15]=[CH:16][C:11]=2[N:10]=[C:9]1[CH2:17][NH:18][CH:19]1[C:28]2[N:27]=[CH:26][CH:25]=[CH:24][C:23]=2[CH2:22][CH2:21][CH2:20]1)=O)(C)(C)C.C(N(CC)C(C)C)(C)C.Br[CH2:39][C:40]1[C:45]([C:46]([O:48][CH2:49][CH3:50])=[O:47])=[C:44]([O:51][CH3:52])[CH:43]=[CH:42][CH:41]=1. The catalyst is CC#N. The product is [CH2:49]([O:48][C:46](=[O:47])[C:45]1[C:44]([O:51][CH3:52])=[CH:43][CH:42]=[CH:41][C:40]=1[CH2:39][N:18]([CH2:17][C:9]1[NH:10][C:11]2[CH:16]=[CH:15][CH:14]=[CH:13][C:12]=2[N:8]=1)[CH:19]1[C:28]2[N:27]=[CH:26][CH:25]=[CH:24][C:23]=2[CH2:22][CH2:21][CH2:20]1)[CH3:50]. The yield is 0.620.